This data is from Full USPTO retrosynthesis dataset with 1.9M reactions from patents (1976-2016). The task is: Predict the reactants needed to synthesize the given product. (1) Given the product [Cl:1][C:2]1[CH:3]=[C:4]([N:8]([CH2:9][C:10]2[C:19]3[C:14](=[C:15]([F:20])[CH:16]=[CH:17][CH:18]=3)[NH:13][C:12](=[O:21])[CH:11]=2)[C:29](=[O:30])[C:24]2[C:23]([CH3:22])=[CH:28][CH:27]=[CH:26][N:25]=2)[CH:5]=[CH:6][CH:7]=1, predict the reactants needed to synthesize it. The reactants are: [Cl:1][C:2]1[CH:3]=[C:4]([NH:8][CH2:9][C:10]2[C:19]3[C:14](=[C:15]([F:20])[CH:16]=[CH:17][CH:18]=3)[NH:13][C:12](=[O:21])[CH:11]=2)[CH:5]=[CH:6][CH:7]=1.[CH3:22][C:23]1[C:24]([C:29](O)=[O:30])=[N:25][CH:26]=[CH:27][CH:28]=1. (2) Given the product [Br:8][C:18]1[C:10]([F:9])=[C:11]2[C:15](=[C:16]([C:19]([OH:21])=[O:20])[CH:17]=1)[NH:14][CH2:13][CH2:12]2, predict the reactants needed to synthesize it. The reactants are: C1C(=O)N([Br:8])C(=O)C1.[F:9][C:10]1[CH:18]=[CH:17][C:16]([C:19]([OH:21])=[O:20])=[C:15]2[C:11]=1[CH2:12][CH2:13][NH:14]2. (3) Given the product [Cl:1][C:2]1[CH:7]=[CH:6][C:5]([S:8][C:9]2[CH:14]=[CH:13][CH:12]=[CH:11][C:10]=2[CH:15]=[CH:16][C:17]([NH:19][CH2:23][CH2:22][CH2:21][CH:20]([OH:24])[CH3:25])=[O:18])=[CH:4][CH:3]=1, predict the reactants needed to synthesize it. The reactants are: [Cl:1][C:2]1[CH:7]=[CH:6][C:5]([S:8][C:9]2[CH:14]=[CH:13][CH:12]=[CH:11][C:10]=2[CH:15]=[CH:16][C:17]([N:19]2[CH2:23][CH2:22][CH2:21][C:20]2=[O:24])=[O:18])=[CH:4][CH:3]=1.[CH3:25][Mg]Br. (4) Given the product [CH2:1]([O:3][C:4]([C:6]1[S:10][C:9]2[CH:11]=[C:12]([C:15]([CH2:16][CH3:17])([C:23]3[CH:24]=[CH:25][C:26]([OH:27])=[C:21]([CH3:28])[CH:22]=3)[CH2:19][CH3:20])[CH:13]=[CH:14][C:8]=2[CH:7]=1)=[O:5])[CH3:2], predict the reactants needed to synthesize it. The reactants are: [CH2:1]([O:3][C:4]([C:6]1[S:10][C:9]2[CH:11]=[C:12]([C:15]([CH2:19][CH3:20])(O)[CH2:16][CH3:17])[CH:13]=[CH:14][C:8]=2[CH:7]=1)=[O:5])[CH3:2].[C:21]1([CH3:28])[C:26]([OH:27])=[CH:25][CH:24]=[CH:23][CH:22]=1.B(F)(F)F.CCOCC. (5) Given the product [F:37][C:38]([F:43])([F:42])[C:39]([OH:41])=[O:40].[Cl:1][C:2]1[CH:7]=[CH:6][CH:5]=[C:4]([CH:8]2[CH2:9][CH2:10]2)[C:3]=1[CH2:11][O:12][C:13]1[CH:18]=[CH:17][C:16]2[C:19]3([CH2:35][O:36][C:15]=2[CH:14]=1)[CH2:20][CH2:21][N:22]([CH2:25][CH:26]([CH3:34])[C:27]([OH:29])=[O:28])[CH2:23][CH2:24]3, predict the reactants needed to synthesize it. The reactants are: [Cl:1][C:2]1[CH:7]=[CH:6][CH:5]=[C:4]([CH:8]2[CH2:10][CH2:9]2)[C:3]=1[CH2:11][O:12][C:13]1[CH:18]=[CH:17][C:16]2[C:19]3([CH2:35][O:36][C:15]=2[CH:14]=1)[CH2:24][CH2:23][N:22]([CH2:25][CH:26]([CH3:34])[C:27]([O:29]C(C)(C)C)=[O:28])[CH2:21][CH2:20]3.[F:37][C:38]([F:43])([F:42])[C:39]([OH:41])=[O:40]. (6) Given the product [CH2:1]([O:8][C:9](=[O:10])[NH2:11])[C:2]1[CH:7]=[CH:6][CH:5]=[CH:4][CH:3]=1, predict the reactants needed to synthesize it. The reactants are: [CH2:1]([O:8][C:9]([NH:11][C@@H]1[C@H](C(O)=O)CC=CC1)=[O:10])[C:2]1[CH:7]=[CH:6][CH:5]=[CH:4][CH:3]=1.C1N=CN(C(N2C=NC=C2)=O)C=1.O. (7) Given the product [C:47]([OH:52])(=[O:51])[C:48]([OH:50])=[O:49].[CH3:1][NH:2][CH2:3][C:4]([O:6][C@H:7]([CH3:44])[CH2:8][N:9]1[C:13]([CH3:14])=[C:12]([C:15](=[O:36])[NH:16][C:17]2[CH:22]=[CH:21][C:20]([O:23][C:24]3[C:33]4[C:28](=[CH:29][C:30]([O:34][CH3:35])=[CH:31][CH:32]=4)[N:27]=[CH:26][CH:25]=3)=[CH:19][N:18]=2)[C:11](=[O:37])[N:10]1[C:38]1[CH:39]=[CH:40][CH:41]=[CH:42][CH:43]=1)=[O:5], predict the reactants needed to synthesize it. The reactants are: [CH3:1][NH:2][CH2:3][C:4]([O:6][C@H:7]([CH3:44])[CH2:8][N:9]1[C:13]([CH3:14])=[C:12]([C:15](=[O:36])[NH:16][C:17]2[CH:22]=[CH:21][C:20]([O:23][C:24]3[C:33]4[C:28](=[CH:29][C:30]([O:34][CH3:35])=[CH:31][CH:32]=4)[N:27]=[CH:26][CH:25]=3)=[CH:19][N:18]=2)[C:11](=[O:37])[N:10]1[C:38]1[CH:43]=[CH:42][CH:41]=[CH:40][CH:39]=1)=[O:5].O.O.[C:47]([OH:52])(=[O:51])[C:48]([OH:50])=[O:49].